This data is from Forward reaction prediction with 1.9M reactions from USPTO patents (1976-2016). The task is: Predict the product of the given reaction. Given the reactants [H-].[Na+].[Cl:3][C:4]1[CH:9]=[C:8]([Cl:10])[CH:7]=[CH:6][C:5]=1[C:11]1[C:12]([N+:16]([O-:18])=[O:17])=[CH:13][NH:14][CH:15]=1.BrCCC[C:23]1[CH:33]=[CH:32][CH:31]=[C:25]2[C:26]([NH:28][C:29](=[O:30])[C:24]=12)=[O:27].[CH2:34](Cl)Cl.[C:37](#N)[CH3:38], predict the reaction product. The product is: [Cl:3][C:4]1[CH:9]=[C:8]([Cl:10])[CH:7]=[CH:6][C:5]=1[C:11]1[C:12]([N+:16]([O-:18])=[O:17])=[C:13]([CH2:34][CH2:37][CH2:38][N:28]2[C:26](=[O:27])[C:25]3[CH:31]=[CH:32][CH:33]=[CH:23][C:24]=3[C:29]2=[O:30])[NH:14][CH:15]=1.